This data is from Reaction yield outcomes from USPTO patents with 853,638 reactions. The task is: Predict the reaction yield, written as a fraction of the theoretical maximum amount of product (1.0 means a 100% yield; for example, 0.34 means a 34% yield). (1) The reactants are C[Si](C)(C)[N-][Si](C)(C)C.[Li+].[Si]([O:18][CH2:19][C@@H:20]1[C:24]([C:25]2[N:26]=[C:27]([SH:30])[S:28][CH:29]=2)=[CH:23][CH2:22][N:21]1[C:31]([O:33][CH2:34][CH:35]=[CH2:36])=[O:32])(C(C)(C)C)(C)C.O(P(OC1C=CC=CC=1)O[C:46]1[C@H:52]([CH3:53])[C@H:51]2[N:48]([C:49](=[O:61])[C@@H:50]2[C@H:54]([O:56][Si](C)(C)C)[CH3:55])[C:47]=1[C:62]([O:64][CH2:65][CH:66]=[CH2:67])=[O:63])C1C=CC=CC=1.C(#N)C.[F-].C([N+](CCCC)(CCCC)CCCC)CCC. The catalyst is C1COCC1.C(O)(=O)C. The product is [CH2:34]([O:33][C:31]([N:21]1[CH2:22][CH:23]=[C:24]([C:25]2[N:26]=[C:27]([S:30][C:46]3[C@H:52]([CH3:53])[C@H:51]4[N:48]([C:49](=[O:61])[C@@H:50]4[C@H:54]([OH:56])[CH3:55])[C:47]=3[C:62]([O:64][CH2:65][CH:66]=[CH2:67])=[O:63])[S:28][CH:29]=2)[C@H:20]1[CH2:19][OH:18])=[O:32])[CH:35]=[CH2:36]. The yield is 0.950. (2) The catalyst is C(Cl)Cl. The product is [Cl:3][C:4]1[C:5]([CH:15]([S:24]([C:27]2[CH:28]=[CH:29][C:30]([Cl:33])=[CH:31][CH:32]=2)(=[O:25])=[O:26])[C:16]2[CH:21]=[C:20]([F:22])[CH:19]=[CH:18][C:17]=2[F:23])=[CH:6][C:7]([NH:10][CH2:11][CH2:12][CH2:13][NH:14][C:40](=[O:42])[CH3:41])=[N:8][CH:9]=1. The reactants are Cl.Cl.[Cl:3][C:4]1[C:5]([CH:15]([S:24]([C:27]2[CH:32]=[CH:31][C:30]([Cl:33])=[CH:29][CH:28]=2)(=[O:26])=[O:25])[C:16]2[CH:21]=[C:20]([F:22])[CH:19]=[CH:18][C:17]=2[F:23])=[CH:6][C:7]([NH:10][CH2:11][CH2:12][CH2:13][NH2:14])=[N:8][CH:9]=1.N1C=CC=CC=1.[C:40](OC(=O)C)(=[O:42])[CH3:41]. The yield is 0.790. (3) The reactants are [Cl:1][C:2]1[CH:7]=[C:6]([Cl:8])[CH:5]=[CH:4][C:3]=1[C:9]1[N:10]=[C:11](/[CH:16]=[CH:17]/[C:18]2[CH:23]=[CH:22][C:21]([C:24]3[CH:29]=[CH:28][C:27]([OH:30])=[CH:26][CH:25]=3)=[CH:20][CH:19]=2)[N:12]([CH2:14][CH3:15])[CH:13]=1.I[C:32]1[CH:33]=[C:34]([CH:39]=[CH:40][CH:41]=1)[C:35]([O:37]C)=[O:36]. No catalyst specified. The product is [Cl:1][C:2]1[CH:7]=[C:6]([Cl:8])[CH:5]=[CH:4][C:3]=1[C:9]1[N:10]=[C:11](/[CH:16]=[CH:17]/[C:18]2[CH:23]=[CH:22][C:21]([C:24]3[CH:25]=[CH:26][C:27]([O:30][C:32]4[CH:33]=[C:34]([CH:39]=[CH:40][CH:41]=4)[C:35]([OH:37])=[O:36])=[CH:28][CH:29]=3)=[CH:20][CH:19]=2)[N:12]([CH2:14][CH3:15])[CH:13]=1. The yield is 0.380. (4) The yield is 0.630. The product is [F:1][C:2]1[CH:23]=[CH:22][C:5]([CH2:6][N:7]2[C:11](=[O:12])[N:10]([C:13]3[S:14][C:15]([C:19]#[N:21])=[C:16]([CH3:18])[N:17]=3)[CH:9]=[N:8]2)=[CH:4][CH:3]=1. The reactants are [F:1][C:2]1[CH:23]=[CH:22][C:5]([CH2:6][N:7]2[C:11](=[O:12])[N:10]([C:13]3[S:14][C:15]([C:19]([NH2:21])=O)=[C:16]([CH3:18])[N:17]=3)[CH:9]=[N:8]2)=[CH:4][CH:3]=1.N1C=CC=CC=1.FC(F)(F)C(OC(=O)C(F)(F)F)=O. The catalyst is O1CCOCC1. (5) The yield is 0.460. The catalyst is CO. The product is [F:1][C:2]1[CH:25]=[CH:24][C:5]([CH2:6][N:7]2[C:11]3=[N:12][C:13]([C:16]4[CH:23]=[CH:22][C:19]([CH2:20][OH:21])=[CH:18][CH:17]=4)=[CH:14][CH:15]=[C:10]3[N:9]=[N:8]2)=[CH:4][CH:3]=1. The reactants are [F:1][C:2]1[CH:25]=[CH:24][C:5]([CH2:6][N:7]2[C:11]3=[N:12][C:13]([C:16]4[CH:23]=[CH:22][C:19]([CH:20]=[O:21])=[CH:18][CH:17]=4)=[CH:14][CH:15]=[C:10]3[N:9]=[N:8]2)=[CH:4][CH:3]=1.[BH4-].[Na+]. (6) The reactants are [CH3:1][O:2][CH2:3][CH2:4][NH2:5].[NH:6]([C:18]([O:20][C:21]([CH3:24])([CH3:23])[CH3:22])=[O:19])[C@H:7]([C:15](O)=[O:16])[CH2:8][C:9]1[CH:14]=[CH:13][CH:12]=[CH:11][CH:10]=1.C(Cl)CCl.C1C=CC2N(O)N=NC=2C=1.CN1CCOCC1. The catalyst is ClCCl. The product is [C:21]([O:20][C:18]([NH:6][CH:7]([CH2:8][C:9]1[CH:10]=[CH:11][CH:12]=[CH:13][CH:14]=1)[C:15]([NH:5][CH2:4][CH2:3][O:2][CH3:1])=[O:16])=[O:19])([CH3:24])([CH3:22])[CH3:23]. The yield is 0.400. (7) The reactants are [CH3:1][CH2:2][O:3][C:4]([C:6]1[N:7](C(OC(C)(C)C)=O)[C:8]2[C:13]([CH:14]=1)=[CH:12][C:11]([Cl:15])=[CH:10][C:9]=2[CH2:16][C:17]#[N:18])=[O:5].C(O)(C(F)(F)F)=O. The catalyst is C(Cl)Cl. The product is [CH2:2]([O:3][C:4]([C:6]1[NH:7][C:8]2[C:13]([CH:14]=1)=[CH:12][C:11]([Cl:15])=[CH:10][C:9]=2[CH2:16][C:17]#[N:18])=[O:5])[CH3:1]. The yield is 0.350. (8) The reactants are Br[CH2:2][C:3]([C:5]1[CH:10]=[CH:9][C:8]([Cl:11])=[C:7]([Cl:12])[CH:6]=1)=[O:4].[BH4-].[Na+].[OH-].[Na+]. The catalyst is CO. The product is [Cl:12][C:7]1[CH:6]=[C:5]([CH:3]2[CH2:2][O:4]2)[CH:10]=[CH:9][C:8]=1[Cl:11]. The yield is 0.500. (9) The reactants are [Cl:1][C:2]1[CH:3]=[C:4]2[C:8](=[CH:9][CH:10]=1)[N:7]([C:11]1[N:15]([CH3:16])[N:14]=[C:13]([CH3:17])[C:12]=1[CH:18]=O)[CH:6]=[CH:5]2.[C:20]([OH:25])(=[O:24])[C:21]([CH3:23])=[O:22].C(=O)([O-])[O-].[Na+].[Na+]. The catalyst is CO.O. The product is [Cl:1][C:2]1[CH:3]=[C:4]2[C:8](=[CH:9][CH:10]=1)[N:7]([C:11]1[N:15]([CH3:16])[N:14]=[C:13]([CH3:17])[C:12]=1/[CH:18]=[CH:23]/[C:21](=[O:22])[C:20]([OH:25])=[O:24])[CH:6]=[CH:5]2. The yield is 0.580. (10) The reactants are [F:1][C:2]([F:16])([F:15])[C:3]1[CH:10]=[C:9]([C:11]([F:14])([F:13])[F:12])[CH:8]=[CH:7][C:4]=1[CH2:5]Br.[CH3:17][C:18]([C:20]1[CH:28]=[CH:27][C:25]([OH:26])=[C:22]([O:23][CH3:24])[CH:21]=1)=[O:19].CN(C=O)C.C([O-])([O-])=O.[K+].[K+]. The catalyst is CCOC(C)=O. The product is [F:1][C:2]([F:16])([F:15])[C:3]1[CH:10]=[C:9]([C:11]([F:14])([F:13])[F:12])[CH:8]=[CH:7][C:4]=1[CH2:5][O:26][C:25]1[CH:27]=[CH:28][C:20]([C:18](=[O:19])[CH3:17])=[CH:21][C:22]=1[O:23][CH3:24]. The yield is 0.990.